This data is from Full USPTO retrosynthesis dataset with 1.9M reactions from patents (1976-2016). The task is: Predict the reactants needed to synthesize the given product. (1) Given the product [F:2][C:3]1[CH:4]=[C:5]([CH:9]=[CH:10][C:11]=1[CH2:12][CH2:13][CH2:14][N:15]1[CH2:20][CH2:19][CH2:18][CH2:17][CH2:16]1)[CH2:6][NH:29][CH2:27][C:48]1[CH:53]=[C:52]([O:54][CH3:55])[CH:51]=[CH:50][C:49]=1[CH:56]1[CH2:65][CH2:64][C:63]2[C:58](=[CH:59][CH:60]=[C:61]([O:66][CH3:67])[CH:62]=2)[CH2:57]1, predict the reactants needed to synthesize it. The reactants are: Cl.[F:2][C:3]1[CH:4]=[C:5]([CH:9]=[CH:10][C:11]=1[CH2:12][CH2:13][CH2:14][N:15]1[CH2:20][CH2:19][CH2:18][CH2:17][CH2:16]1)[C:6](O)=O.COC1C=CC(C2CCC3C(=CC=C(OC)C=3)C2)=[C:27]([NH2:29])C=1.FC1C=C(C=CC=1CCCN1CCCCC1)CN[C:48]1[CH:53]=[C:52]([O:54][CH3:55])[CH:51]=[CH:50][C:49]=1[CH:56]1[CH2:65][CH2:64][C:63]2[C:58](=[CH:59][CH:60]=[C:61]([O:66][CH3:67])[CH:62]=2)[CH2:57]1. (2) Given the product [I:12][C:2]1[CH:7]=[CH:6][N:5]=[C:4]2[N:8]([C:14](=[O:15])[CH3:13])[CH:9]=[CH:10][C:3]=12.[I:12][C:2]1[CH:7]=[CH:6][N:5]=[C:4]2[NH:8][CH:9]=[CH:10][C:3]=12, predict the reactants needed to synthesize it. The reactants are: Cl[C:2]1[CH:7]=[CH:6][N:5]=[C:4]2[NH:8][CH:9]=[CH:10][C:3]=12.[Na+].[I-:12].[CH3:13][C:14](Cl)=[O:15].C([O-])([O-])=O.[Na+].[Na+].OS([O-])=O.[Na+].